Dataset: Forward reaction prediction with 1.9M reactions from USPTO patents (1976-2016). Task: Predict the product of the given reaction. Given the reactants [CH:1]1([C:5]2[CH:10]=[CH:9][CH:8]=[CH:7][C:6]=2[O:11]COC)[CH2:4][CH2:3][CH2:2]1.C([Li])(CC)C.C1CCCCC1.CN(C)[CH:28]=[O:29].Cl, predict the reaction product. The product is: [CH:1]1([C:5]2[C:6]([OH:11])=[C:7]([CH:8]=[CH:9][CH:10]=2)[CH:28]=[O:29])[CH2:2][CH2:3][CH2:4]1.